Dataset: NCI-60 drug combinations with 297,098 pairs across 59 cell lines. Task: Regression. Given two drug SMILES strings and cell line genomic features, predict the synergy score measuring deviation from expected non-interaction effect. (1) Drug 1: C1=CC(=CC=C1C#N)C(C2=CC=C(C=C2)C#N)N3C=NC=N3. Drug 2: C1=CN(C=N1)CC(O)(P(=O)(O)O)P(=O)(O)O. Cell line: OVCAR-8. Synergy scores: CSS=2.62, Synergy_ZIP=-1.92, Synergy_Bliss=-3.25, Synergy_Loewe=2.19, Synergy_HSA=-2.27. (2) Drug 1: C1=CC(=CC=C1C#N)C(C2=CC=C(C=C2)C#N)N3C=NC=N3. Drug 2: CC1CCCC2(C(O2)CC(NC(=O)CC(C(C(=O)C(C1O)C)(C)C)O)C(=CC3=CSC(=N3)C)C)C. Cell line: OVCAR-4. Synergy scores: CSS=41.2, Synergy_ZIP=2.21, Synergy_Bliss=1.49, Synergy_Loewe=-17.4, Synergy_HSA=1.83. (3) Drug 1: COC1=C(C=C2C(=C1)N=CN=C2NC3=CC(=C(C=C3)F)Cl)OCCCN4CCOCC4. Drug 2: C1=CC=C(C(=C1)C(C2=CC=C(C=C2)Cl)C(Cl)Cl)Cl. Cell line: NCI/ADR-RES. Synergy scores: CSS=20.2, Synergy_ZIP=-6.13, Synergy_Bliss=1.76, Synergy_Loewe=-9.20, Synergy_HSA=1.48. (4) Drug 1: CC12CCC(CC1=CCC3C2CCC4(C3CC=C4C5=CN=CC=C5)C)O. Drug 2: C1=C(C(=O)NC(=O)N1)F. Cell line: SR. Synergy scores: CSS=47.2, Synergy_ZIP=-7.85, Synergy_Bliss=-14.7, Synergy_Loewe=-17.4, Synergy_HSA=-11.7. (5) Drug 1: C1=NNC2=C1C(=O)NC=N2. Drug 2: B(C(CC(C)C)NC(=O)C(CC1=CC=CC=C1)NC(=O)C2=NC=CN=C2)(O)O. Cell line: SN12C. Synergy scores: CSS=15.9, Synergy_ZIP=-0.606, Synergy_Bliss=-0.101, Synergy_Loewe=-29.3, Synergy_HSA=0.188. (6) Drug 1: C1=C(C(=O)NC(=O)N1)N(CCCl)CCCl. Drug 2: CN1C2=C(C=C(C=C2)N(CCCl)CCCl)N=C1CCCC(=O)O.Cl. Cell line: M14. Synergy scores: CSS=26.3, Synergy_ZIP=6.07, Synergy_Bliss=7.93, Synergy_Loewe=-5.53, Synergy_HSA=6.08. (7) Cell line: MALME-3M. Drug 1: CC1C(C(=O)NC(C(=O)N2CCCC2C(=O)N(CC(=O)N(C(C(=O)O1)C(C)C)C)C)C(C)C)NC(=O)C3=C4C(=C(C=C3)C)OC5=C(C(=O)C(=C(C5=N4)C(=O)NC6C(OC(=O)C(N(C(=O)CN(C(=O)C7CCCN7C(=O)C(NC6=O)C(C)C)C)C)C(C)C)C)N)C. Drug 2: CCCCC(=O)OCC(=O)C1(CC(C2=C(C1)C(=C3C(=C2O)C(=O)C4=C(C3=O)C=CC=C4OC)O)OC5CC(C(C(O5)C)O)NC(=O)C(F)(F)F)O. Synergy scores: CSS=49.1, Synergy_ZIP=-2.53, Synergy_Bliss=-0.867, Synergy_Loewe=-6.21, Synergy_HSA=0.820. (8) Drug 1: CCC1=CC2CC(C3=C(CN(C2)C1)C4=CC=CC=C4N3)(C5=C(C=C6C(=C5)C78CCN9C7C(C=CC9)(C(C(C8N6C)(C(=O)OC)O)OC(=O)C)CC)OC)C(=O)OC.C(C(C(=O)O)O)(C(=O)O)O. Drug 2: C1CNP(=O)(OC1)N(CCCl)CCCl. Cell line: COLO 205. Synergy scores: CSS=33.9, Synergy_ZIP=-1.21, Synergy_Bliss=-5.65, Synergy_Loewe=-62.4, Synergy_HSA=-4.55. (9) Drug 1: CC(CN1CC(=O)NC(=O)C1)N2CC(=O)NC(=O)C2. Drug 2: CC=C1C(=O)NC(C(=O)OC2CC(=O)NC(C(=O)NC(CSSCCC=C2)C(=O)N1)C(C)C)C(C)C. Cell line: CAKI-1. Synergy scores: CSS=32.8, Synergy_ZIP=-5.64, Synergy_Bliss=-5.00, Synergy_Loewe=-7.42, Synergy_HSA=-2.79.